From a dataset of Experimentally validated miRNA-target interactions with 360,000+ pairs, plus equal number of negative samples. Binary Classification. Given a miRNA mature sequence and a target amino acid sequence, predict their likelihood of interaction. (1) The miRNA is hsa-miR-4687-3p with sequence UGGCUGUUGGAGGGGGCAGGC. The protein sequence of the target gene is MLAPLRNAPGREGATSPSPPTDATGSLGEWDVDRNVKTEGWVSKERISKLHRLRMADILSQSETLASQDLSGDFKKPALPVSPAARSKAPASSSSNPEEVQKEGPTALQDSNSGEPDIPPPQPDCGDFRSLQEEQSRPPTAVSSPGGPARAPPYQEPPWGGPATAPYSLETLKGGTILGTRSLKGTSYCLFGRLSGCDVCLEHPSVSRYHAVLQHRASGPDGECDSNGPGFYLYDLGSTHGTFLNKTRIPPRTYCRVHVGHVVRFGGSTRLFILQGPEEDREAESELTVTQLKELRKQQQ.... Result: 0 (no interaction). (2) The miRNA is hsa-miR-4725-3p with sequence UGGGGAAGGCGUCAGUGUCGGG. The protein sequence of the target gene is MASAEPLTALSRWYLYAIHGYFCEVMFTAAWEFVVNLNWKFPGVTSVWALFIYGTSILIVERMYLRLRGRCPLLLRCLIYTLWTYLWEFTTGFILRQFNACPWDYSQFDFDFMGLITLEYAVPWFCGALIMEQFIIRNTLRLRFDKDAEPGEPSGALALANGHVKTD. Result: 0 (no interaction). (3) The miRNA is hsa-miR-6077 with sequence GGGAAGAGCUGUACGGCCUUC. The protein sequence of the target gene is MVESCLLTFRAFFWWIALIKMDLSDLGEAAAFLRRSEAELLLLQATALDGKKKCWIPDGENAYIEAEVKGSEDDGTVIVETADGESLSIKEDKIQQMNPPEFEMIEDMAMLTHLNEASVLHTLKRRYGQWMIYTYSGLFCVTINPYKWLPVYQKEVMAAYKGKRRSEAPPHIFAVANNAFQDMLHNRENQSILFTGESGAGKTVNSKHIIQYFATIAAMIESRKKQGALEDQIMQANTILEAFGNAKTLRNDNSSRFGKFIRMHFGARGMLSSVDIDIYLLEKSRVIFQQAGERNYHIFY.... Result: 1 (interaction). (4) The miRNA is mmu-miR-3091-3p with sequence CGGGCCUGACCAGUCUCAAGAC. The protein sequence of the target gene is MAGKENNFPPLPPFLPLKPCFYQDFSDEIPVEHQVLVKRIYRLWMFYCATLGVNLVACLAWWIAGGAGANFGLALLWLVLFTPCSYVCWFRPAYKAFRADSSFNFMTFFFIFGAQFVLTVIQAIGFSGWGACGWLAAVGFFGTSVGAAVVMLVPAILFSLSALVMAVTIVKVHRIYRGAGGSLQKAQTEWSAGTWRNPPSREAQFNSFSGNSLPEYPTVPSYSSSGGHWP. Result: 0 (no interaction). (5) The miRNA is mmu-miR-486b-3p with sequence CGGGGCAGCUCAGUACAGGA. The protein sequence of the target gene is MESGGRPSLCQFILLGTTSVVTAALYSVYRQKARVSQELKGAKKVHLGEDLKSILSEAPGKCVPYAVIEGAVRSVKETLNSQFVENCKGVIQRLTLQEHKMVWNRTTHLWNDCSKIIHQRTNTVPFDLVPHEDGVDVAVRVLKPLDSVDLGLETVYEKFHPSIQSFTDVIGHYISGERPKGIQETEEMLKVGATLTGVGELVLDNNSVRLQPPKQGMQYYLSSQDFDSLLQRQESSVRLWKVLALVFGFATCATLFFILRKQYLQRQERLRLKQMQEEFQEHEAQLLSRAKPEDRESLKS.... Result: 0 (no interaction). (6) The miRNA is hsa-miR-6836-3p with sequence AUGCCUCCCCCGGCCCCGCAG. The protein sequence of the target gene is MGPGPCRVPRAPGWLLRALALMVAACGRVAFAFNLDTRFLVVKEAVNPGSLFGYSVALHRQTERQQRYLLLAGAPRDLAVGDDYTNRTGAVYLCPLTAHKDDCERMDISEKSDPDHHIIEDMWLGVTVASQGPAGRVLVCAHRYTKVLWSGLEDQRRMVGKCYVRGNDLQLDPGDDWQTYHNEMCNSNTDYLQTGMCQLGTSGGFTQNTVYFGAPGAYNWKGNSYMIQRKDWDLSEYSYRGSEEQGNLYIGYTVQVGNAILHPTDIITVVTGAPRHQHMGAVFLLKQESGGDLQRKQVLK.... Result: 0 (no interaction). (7) The miRNA is hsa-miR-3940-5p with sequence GUGGGUUGGGGCGGGCUCUG. The protein sequence of the target gene is MGEPQQVSALPPPPMQYIKEYTDENIQEGLAPKPPPPIKDSYMMFGNQFQCDDLIIRPLESQGIERLHPMQFDHKKELRKLNMSILINFLDLLDILIRSPGSIKREEKLEDLKLLFVHVHHLINEYRPHQARETLRVMMEVQKRQRLETAERFQKHLERVIEMIQNCLASLPDDLPHSEAGMRVKTEPMDADDSNNCTGQNEHQRENSGHRRDQIIEKDAALCVLIDEMNERP. Result: 1 (interaction). (8) The miRNA is hsa-miR-1236-3p with sequence CCUCUUCCCCUUGUCUCUCCAG. The protein sequence of the target gene is MERCPSLGVTLYALVVVLGLRAAPAGGQHYLHIRPAPSDNLPLVDLIEHPDPIFDPKEKDLNETLLRSLLGGHYDPGFMATSPPEDRPGGGGGPAGGAEDLAELDQLLRQRPSGAMPSEIKGLEFSEGLAQGKKQRLSKKLRRKLQMWLWSQTFCPVLYAWNDLGSRFWPRYVKVGSCFSKRSCSVPEGMVCKPSKSVHLTVLRWRCQRRGGQRCGWIPIQYPIISECKCSC. Result: 0 (no interaction).